Dataset: Reaction yield outcomes from USPTO patents with 853,638 reactions. Task: Predict the reaction yield, written as a fraction of the theoretical maximum amount of product (1.0 means a 100% yield; for example, 0.34 means a 34% yield). The reactants are [O:1]1[CH:5]=[CH:4][CH:3]=[C:2]1[CH2:6][CH2:7][C:8]1[CH:13]=[CH:12][C:11]([CH2:14][C:15](Cl)=[N:16][OH:17])=[CH:10][CH:9]=1.O1CCCC1.[C:24]([C:26]1[C:27]([NH2:33])=[N:28][C:29]([NH2:32])=[CH:30][CH:31]=1)#[CH:25].C(N(CC)CC)C. The catalyst is C(OCC)(=O)C.O. The product is [O:1]1[CH:5]=[CH:4][CH:3]=[C:2]1[CH2:6][CH2:7][C:8]1[CH:13]=[CH:12][C:11]([CH2:14][C:15]2[CH:25]=[C:24]([C:26]3[C:27]([NH2:33])=[N:28][C:29]([NH2:32])=[CH:30][CH:31]=3)[O:17][N:16]=2)=[CH:10][CH:9]=1. The yield is 0.720.